This data is from Catalyst prediction with 721,799 reactions and 888 catalyst types from USPTO. The task is: Predict which catalyst facilitates the given reaction. (1) Reactant: [C:1]([O:5][C:6]([N:8]1[C:16]2[C:11](=[CH:12][C:13]([OH:18])=[C:14]([F:17])[CH:15]=2)[CH2:10][CH2:9]1)=[O:7])([CH3:4])([CH3:3])[CH3:2].[C:19]1([C:25]2[CH:26]=[C:27]([CH2:34]Cl)[S:28][C:29]=2[C:30]([F:33])([F:32])[F:31])[CH:24]=[CH:23][CH:22]=[CH:21][CH:20]=1.C(=O)([O-])[O-].[K+].[K+].CN(C=O)C. Product: [C:1]([O:5][C:6]([N:8]1[C:16]2[C:11](=[CH:12][C:13]([O:18][CH2:34][C:27]3[S:28][C:29]([C:30]([F:32])([F:31])[F:33])=[C:25]([C:19]4[CH:24]=[CH:23][CH:22]=[CH:21][CH:20]=4)[CH:26]=3)=[C:14]([F:17])[CH:15]=2)[CH2:10][CH2:9]1)=[O:7])([CH3:4])([CH3:2])[CH3:3]. The catalyst class is: 13. (2) Reactant: [F:1][C:2]([F:43])([F:42])[C@H:3]([N:29]1[CH2:33][CH2:32][C@H:31]([NH:34]C(=O)OC(C)(C)C)[CH2:30]1)[C:4]1[CH:5]=[CH:6][C:7]2[N:8]([C:10]([C:13]3[CH:22]=[CH:21][C:20]4[C:15](=[C:16]([O:23][C@H:24]([CH3:28])[CH2:25][O:26][CH3:27])[CH:17]=[CH:18][CH:19]=4)[N:14]=3)=[N:11][N:12]=2)[CH:9]=1.[ClH:44]. Product: [ClH:44].[ClH:44].[F:42][C:2]([F:1])([F:43])[C@H:3]([N:29]1[CH2:33][CH2:32][C@H:31]([NH2:34])[CH2:30]1)[C:4]1[CH:5]=[CH:6][C:7]2[N:8]([C:10]([C:13]3[CH:22]=[CH:21][C:20]4[C:15](=[C:16]([O:23][C@H:24]([CH3:28])[CH2:25][O:26][CH3:27])[CH:17]=[CH:18][CH:19]=4)[N:14]=3)=[N:11][N:12]=2)[CH:9]=1. The catalyst class is: 4. (3) Reactant: [CH2:1]([N:8]1[CH2:12][C@H:11]([CH3:13])[C@@H:10]([C:14]([OH:16])=O)[CH2:9]1)[C:2]1[CH:7]=[CH:6][CH:5]=[CH:4][CH:3]=1.[CH:17]1([NH2:20])[CH2:19][CH2:18]1.C(N=C=NCCCN(C)C)C.Cl. Product: [CH2:1]([N:8]1[CH2:12][C@H:11]([CH3:13])[C@@H:10]([C:14]([NH:20][CH:17]2[CH2:19][CH2:18]2)=[O:16])[CH2:9]1)[C:2]1[CH:3]=[CH:4][CH:5]=[CH:6][CH:7]=1. The catalyst class is: 4. (4) The catalyst class is: 22. Product: [CH3:41][O:42][C:43]1[CH:44]=[C:45]([CH:58]=[CH:59][C:60]=1[O:61][CH3:62])[O:46][CH2:47][C:48]1[O:52][N:51]=[C:50]([C@@H:53]2[CH2:57][CH2:56][CH2:55][N:54]2[C:3](=[O:5])[C:2]([C:6]2([OH:16])[CH2:11][C:10]([CH3:13])([CH3:12])[CH2:9][C:8]([CH3:15])([CH3:14])[CH2:7]2)([F:1])[F:17])[N:49]=1. Reactant: [F:1][C:2]([F:17])([C:6]1([OH:16])[CH2:11][C:10]([CH3:13])([CH3:12])[CH2:9][C:8]([CH3:15])([CH3:14])[CH2:7]1)[C:3]([OH:5])=O.O.ON1C2C=CC=CC=2N=N1.Cl.C(N=C=NCCCN(C)C)C.[CH3:41][O:42][C:43]1[CH:44]=[C:45]([CH:58]=[CH:59][C:60]=1[O:61][CH3:62])[O:46][CH2:47][C:48]1[O:52][N:51]=[C:50]([C@@H:53]2[CH2:57][CH2:56][CH2:55][NH:54]2)[N:49]=1. (5) Reactant: [CH2:1]([N:8]1[C:16]2[C:11](=[CH:12][CH:13]=[CH:14][CH:15]=2)[C:10]([C:17]([NH:19][C:20]2[CH:25]=[CH:24][C:23]([CH2:26][C:27]([O:29]C)=[O:28])=[CH:22][C:21]=2[Cl:31])=[O:18])=[CH:9]1)[C:2]1[CH:7]=[CH:6][CH:5]=[CH:4][CH:3]=1.[OH-].[Na+]. Product: [CH2:1]([N:8]1[C:16]2[C:11](=[CH:12][CH:13]=[CH:14][CH:15]=2)[C:10]([C:17]([NH:19][C:20]2[CH:25]=[CH:24][C:23]([CH2:26][C:27]([OH:29])=[O:28])=[CH:22][C:21]=2[Cl:31])=[O:18])=[CH:9]1)[C:2]1[CH:3]=[CH:4][CH:5]=[CH:6][CH:7]=1. The catalyst class is: 1. (6) Product: [F:1][C:2]1[C:3]([NH:18][C@@H:19]2[CH2:24][CH2:23][CH2:22][N:21]([C:25](=[O:28])[CH:26]=[CH2:27])[CH2:20]2)=[N:4][C:5]([NH:8][C:9]2[CH:10]=[C:11]3[C:15](=[CH:16][CH:17]=2)[CH2:14][N:13]([CH:32]2[CH2:33][CH2:34][O:29][CH2:30][CH2:31]2)[CH2:12]3)=[N:6][CH:7]=1. Reactant: [F:1][C:2]1[C:3]([NH:18][C@@H:19]2[CH2:24][CH2:23][CH2:22][N:21]([C:25](=[O:28])[CH:26]=[CH2:27])[CH2:20]2)=[N:4][C:5]([NH:8][C:9]2[CH:10]=[C:11]3[C:15](=[CH:16][CH:17]=2)[CH2:14][NH:13][CH2:12]3)=[N:6][CH:7]=1.[O:29]1[CH2:34][CH2:33][C:32](=O)[CH2:31][CH2:30]1.[BH3-]C#N.[Na+]. The catalyst class is: 5. (7) Reactant: [F:1][C:2]1[CH:27]=[C:26]([F:28])[CH:25]=[CH:24][C:3]=1[O:4][C:5]1[CH:11]=[CH:10][C:8]([NH2:9])=[CH:7][C:6]=1[C:12]1[C:20]2[C:15](=[C:16]([O:21][CH3:22])[N:17]=[CH:18][CH:19]=2)[N:14]([CH3:23])[CH:13]=1.[CH2:29]([S:31](Cl)(=[O:33])=[O:32])[CH3:30].C(N(CC)CC)C.[OH-].[Na+]. Product: [F:1][C:2]1[CH:27]=[C:26]([F:28])[CH:25]=[CH:24][C:3]=1[O:4][C:5]1[CH:11]=[CH:10][C:8]([NH:9][S:31]([CH2:29][CH3:30])(=[O:33])=[O:32])=[CH:7][C:6]=1[C:12]1[C:20]2[C:15](=[C:16]([O:21][CH3:22])[N:17]=[CH:18][CH:19]=2)[N:14]([CH3:23])[CH:13]=1. The catalyst class is: 269. (8) Reactant: [CH:1]1([CH2:4][NH:5][C:6](=[O:17])[NH:7][C:8]2[CH:16]=[CH:15][C:11]([C:12]([OH:14])=O)=[CH:10][CH:9]=2)[CH2:3][CH2:2]1.[F:18][C:19]([F:41])([F:40])[C:20]([C:26]1[CH:39]=[CH:38][C:29]([CH2:30][N:31]2[CH2:36][CH2:35][NH:34][CH2:33][C:32]2=[O:37])=[CH:28][CH:27]=1)([OH:25])[C:21]([F:24])([F:23])[F:22].C(N(CC)CC)C.CCCP1(OP(CCC)(=O)OP(CCC)(=O)O1)=O. Product: [CH:1]1([CH2:4][NH:5][C:6]([NH:7][C:8]2[CH:9]=[CH:10][C:11]([C:12]([N:34]3[CH2:35][CH2:36][N:31]([CH2:30][C:29]4[CH:38]=[CH:39][C:26]([C:20]([OH:25])([C:19]([F:18])([F:40])[F:41])[C:21]([F:24])([F:22])[F:23])=[CH:27][CH:28]=4)[C:32](=[O:37])[CH2:33]3)=[O:14])=[CH:15][CH:16]=2)=[O:17])[CH2:2][CH2:3]1. The catalyst class is: 4. (9) Reactant: [BH4-].[Na+].[CH3:3][O:4][C:5]1[CH:6]=[C:7]([CH:11]=[CH:12][C:13]=1[N+:14]([O-])=O)[C:8]([NH2:10])=[O:9].O. Product: [NH2:14][C:13]1[CH:12]=[CH:11][C:7]([C:8]([NH2:10])=[O:9])=[CH:6][C:5]=1[O:4][CH3:3]. The catalyst class is: 652.